From a dataset of Peptide-MHC class I binding affinity with 185,985 pairs from IEDB/IMGT. Regression. Given a peptide amino acid sequence and an MHC pseudo amino acid sequence, predict their binding affinity value. This is MHC class I binding data. The peptide sequence is ASLSPGMMM. The MHC is Mamu-A02 with pseudo-sequence Mamu-A02. The binding affinity (normalized) is 1.00.